From a dataset of Full USPTO retrosynthesis dataset with 1.9M reactions from patents (1976-2016). Predict the reactants needed to synthesize the given product. (1) Given the product [NH2:20][C:18]1[CH:17]=[CH:16][C:15]([C@@H:23]([CH2:29][CH:30]([F:31])[F:32])[C:24]([O:26][CH2:27][CH3:28])=[O:25])=[C:14]([CH2:13][NH:11][CH3:9])[CH:19]=1, predict the reactants needed to synthesize it. The reactants are: C(O[C:9]([N:11]([CH2:13][C:14]1[CH:19]=[C:18]([N+:20]([O-])=O)[CH:17]=[CH:16][C:15]=1[C@@H:23]([CH2:29][CH:30]([F:32])[F:31])[C:24]([O:26][CH2:27][CH3:28])=[O:25])C)=O)C1C=CC=CC=1.Cl. (2) Given the product [Br:1][C:2]1[C:7]([O:8][CH3:9])=[C:6]([N+:12]([O-:14])=[O:13])[CH:5]=[C:4]([CH3:10])[N+:3]=1[O-:11], predict the reactants needed to synthesize it. The reactants are: [Br:1][C:2]1[C:7]([O:8][CH3:9])=[CH:6][CH:5]=[C:4]([CH3:10])[N+:3]=1[O-:11].[N+:12]([O-])([OH:14])=[O:13].[OH-].[Na+].